Dataset: Full USPTO retrosynthesis dataset with 1.9M reactions from patents (1976-2016). Task: Predict the reactants needed to synthesize the given product. (1) Given the product [OH:8][C@H:9]1[C@H:14]([CH:15]([OH:16])[C@@H:17]2[C@@H:22]([OH:23])[C@@H:21]([OH:31])[C@H:20]([OH:39])[C@@H:19]([CH2:47][OH:48])[O:18]2)[C@H:13]([OH:56])[C@@H:12]([O:64][CH3:65])[O:11][C@@H:10]1[CH2:66][OH:67], predict the reactants needed to synthesize it. The reactants are: C([O:8][C@H:9]1[C@H:14]([CH:15]([C@@H:17]2[C@@H:22]([O:23]CC3C=CC=CC=3)[C@@H:21]([O:31]CC3C=CC=CC=3)[C@H:20]([O:39]CC3C=CC=CC=3)[C@@H:19]([CH2:47][O:48]CC3C=CC=CC=3)[O:18]2)[OH:16])[C@H:13]([O:56]CC2C=CC=CC=2)[C@@H:12]([O:64][CH3:65])[O:11][C@@H:10]1[CH2:66][OH:67])C1C=CC=CC=1.C(O)(=O)C. (2) Given the product [ClH:32].[NH2:7][CH2:8][CH:9]1[CH2:10][CH2:11][CH:12]([C:15]([N:17]2[CH2:26][C:25]3[CH:24]=[N:23][N:22]([CH3:27])[C:21]=3[NH:20][C:19]3[CH:28]=[C:29]([Cl:32])[CH:30]=[CH:31][C:18]2=3)=[O:16])[CH2:13][CH2:14]1, predict the reactants needed to synthesize it. The reactants are: C(OC(=O)[NH:7][CH2:8][CH:9]1[CH2:14][CH2:13][CH:12]([C:15]([N:17]2[CH2:26][C:25]3[CH:24]=[N:23][N:22]([CH3:27])[C:21]=3[NH:20][C:19]3[CH:28]=[C:29]([Cl:32])[CH:30]=[CH:31][C:18]2=3)=[O:16])[CH2:11][CH2:10]1)(C)(C)C.Cl.O1CCOCC1. (3) Given the product [C:20]1([C:48]2([C:47]3[CH:57]=[CH:53][C:54]([O:37][C:36](=[O:38])[CH:32]([NH:31][C:29](=[O:30])[CH:25]([NH:24][C:39]([O:41][C:42]([CH3:45])([CH3:44])[CH3:43])=[O:40])[CH:26]([CH3:28])[CH3:27])[CH:33]([CH3:34])[CH3:35])=[CH:55][CH:46]=3)[CH2:2][CH2:52][CH2:51][CH2:50][CH2:49]2)[CH:19]=[CH:18][CH:17]=[CH:22][CH:21]=1, predict the reactants needed to synthesize it. The reactants are: N=[C:2]=N.C1([C:17]2[CH:22]=[CH:21][CH:20]=[CH:19][C:18]=2C[C:17]2[CH:22]=[CH:21][C:20](O)=[CH:19][CH:18]=2)CCCCC1.[NH:24]([C:39]([O:41][C:42]([CH3:45])([CH3:44])[CH3:43])=[O:40])[C@H:25]([C:29]([NH:31][C@H:32]([C:36]([OH:38])=[O:37])[CH:33]([CH3:35])[CH3:34])=[O:30])[CH:26]([CH3:28])[CH3:27].[CH3:46][CH2:47][CH2:48][CH2:49][CH2:50][CH2:51][CH3:52].[CH2:53]1[CH2:57]O[CH2:55][CH2:54]1. (4) Given the product [CH2:42]([C:41]1[N:49]=[C:29]([C:27]2[N:28]=[C:15]3[CH:14]=[C:13]([CH3:32])[C:12]([C@H:7]([O:6][C:2]([CH3:3])([CH3:5])[CH3:4])[C:8]([OH:10])=[O:9])=[C:17]([N:18]4[CH2:19][CH2:20][C:21]([CH3:24])([CH3:25])[CH2:22][CH2:23]4)[N:16]3[CH:26]=2)[O:30][N:40]=1)[C:43]1[CH:48]=[CH:47][CH:46]=[CH:45][CH:44]=1, predict the reactants needed to synthesize it. The reactants are: [Na+].[C:2]([O:6][C@@H:7]([C:12]1[C:13]([CH3:32])=[CH:14][C:15]2[N:16]([CH:26]=[C:27]([C:29]([O-])=[O:30])[N:28]=2)[C:17]=1[N:18]1[CH2:23][CH2:22][C:21]([CH3:25])([CH3:24])[CH2:20][CH2:19]1)[C:8]([O:10]C)=[O:9])([CH3:5])([CH3:4])[CH3:3].C(Cl)(=O)C(Cl)=O.O/[N:40]=[C:41](\[NH2:49])/[CH2:42][C:43]1[CH:48]=[CH:47][CH:46]=[CH:45][CH:44]=1.CCN(C(C)C)C(C)C.[Li+].[OH-].